From a dataset of Reaction yield outcomes from USPTO patents with 853,638 reactions. Predict the reaction yield, written as a fraction of the theoretical maximum amount of product (1.0 means a 100% yield; for example, 0.34 means a 34% yield). The reactants are CS(O[CH2:6][C:7]1[CH:12]=[CH:11][C:10]([N+:13]([O-:15])=[O:14])=[CH:9][CH:8]=1)(=O)=O.[C:16]1(=[O:26])[NH:20][C:19](=[O:21])[C:18]2=[CH:22][CH:23]=[CH:24][CH:25]=[C:17]12.[K]. The catalyst is CN(C)C=O. The product is [N+:13]([C:10]1[CH:11]=[CH:12][C:7]([CH2:6][N:20]2[C:16](=[O:26])[C:17]3[C:18](=[CH:22][CH:23]=[CH:24][CH:25]=3)[C:19]2=[O:21])=[CH:8][CH:9]=1)([O-:15])=[O:14]. The yield is 0.600.